Predict which catalyst facilitates the given reaction. From a dataset of Catalyst prediction with 721,799 reactions and 888 catalyst types from USPTO. Reactant: CO.[CH2:3]([CH:10]1[CH2:15][CH2:14][NH:13][CH2:12][CH2:11]1)[C:4]1[CH:9]=[CH:8][CH:7]=[CH:6][CH:5]=1.[C:16]1(=O)[CH2:21][CH2:20][CH2:19][CH2:18][CH2:17]1.C([BH3-])#N.[Na+]. Product: [CH:16]1([N:13]2[CH2:14][CH2:15][CH:10]([CH2:3][C:4]3[CH:9]=[CH:8][CH:7]=[CH:6][CH:5]=3)[CH2:11][CH2:12]2)[CH2:21][CH2:20][CH2:19][CH2:18][CH2:17]1. The catalyst class is: 4.